From a dataset of Full USPTO retrosynthesis dataset with 1.9M reactions from patents (1976-2016). Predict the reactants needed to synthesize the given product. (1) Given the product [CH2:11]([N:18]1[CH2:22][CH2:21][CH:20]([CH:23]([C:24]2[O:25][C:26]([S:29]([CH3:32])(=[O:31])=[O:30])=[CH:27][CH:28]=2)[OH:33])[CH2:19]1)[C:12]1[CH:17]=[CH:16][CH:15]=[CH:14][CH:13]=1, predict the reactants needed to synthesize it. The reactants are: [Al+3].[Cl-].[Cl-].[Cl-].[H-].[H-].[H-].[H-].[Li+].[Al+3].[CH2:11]([N:18]1[CH2:22][CH2:21][CH:20]([CH:23]([OH:33])[C:24]2[O:25][C:26]([S:29]([CH3:32])(=[O:31])=[O:30])=[CH:27][CH:28]=2)[C:19]1=O)[C:12]1[CH:17]=[CH:16][CH:15]=[CH:14][CH:13]=1.Cl. (2) Given the product [CH:35]1([CH:36]([NH:43][C:12]([C:10]2[CH:9]=[CH:8][C:7]([N:15]3[CH2:18][C:17]([F:20])([F:19])[CH2:16]3)=[C:6]([O:5][CH2:4][CH:1]3[CH2:2][CH2:3]3)[N:11]=2)=[O:14])[C:37]2[N:41]=[C:40]([CH3:42])[O:39][N:38]=2)[CH2:32][CH2:34]1, predict the reactants needed to synthesize it. The reactants are: [CH:1]1([CH2:4][O:5][C:6]2[N:11]=[C:10]([C:12]([OH:14])=O)[CH:9]=[CH:8][C:7]=2[N:15]2[CH2:18][C:17]([F:20])([F:19])[CH2:16]2)[CH2:3][CH2:2]1.C1(N(C2N=C(C)ON=2)C)CC1.[CH:32]1([CH2:35][C@H:36]([NH2:43])[C:37]2[N:41]=[C:40]([CH3:42])[O:39][N:38]=2)[CH2:34]C1. (3) The reactants are: [C:1]([O:5][C:6]([N:8]1[C@@H:12]([C@H:13]([OH:20])[C:14]2[CH:19]=[CH:18][CH:17]=[CH:16][CH:15]=2)[CH2:11][CH2:10][C@H:9]1[CH2:21][C:22]1[CH:30]=[CH:29][C:25]([C:26]([OH:28])=O)=[CH:24][CH:23]=1)=[O:7])([CH3:4])([CH3:3])[CH3:2].C1([C@H]([C@H]2CC[C@@H](CC3C=CC(C(N4CCC(C5N=CSC=5)CC4)=O)=CC=3)[NH:40]2)O)C=CC=CC=1.[CH:64]1[CH:69]=[N:68][C:67]2N(O)N=N[C:66]=2[CH:65]=1.[CH2:74](Cl)[CH2:75]Cl.C[CH2:79][N:80]([CH:84]([CH3:86])[CH3:85])[CH:81]([CH3:83])[CH3:82]. Given the product [OH:20][C@H:13]([C:14]1[CH:19]=[CH:18][CH:17]=[CH:16][CH:15]=1)[C@H:12]1[CH2:11][CH2:10][C@@H:9]([CH2:21][C:22]2[CH:23]=[CH:24][C:25]([C:26]([N:40]3[CH:83]4[CH2:74][CH2:75][CH:85]3[CH:84]3[N:80]([CH2:79][C:67]5[CH:66]=[CH:65][CH:64]=[CH:69][N:68]=5)[CH:81]4[CH2:82][CH2:86]3)=[O:28])=[CH:29][CH:30]=2)[N:8]1[C:6]([O:5][C:1]([CH3:4])([CH3:3])[CH3:2])=[O:7], predict the reactants needed to synthesize it. (4) Given the product [I:27][C:25]1[CH:26]=[C:21]([C:10]2([C:8]#[N:9])[CH2:16][C@@H:15]3[NH2+:17][C@@H:12]([CH2:13][CH2:14]3)[CH2:11]2)[CH:22]=[N:23][CH:24]=1.[F:1][C:2]([F:7])([F:6])[C:3]([O-:5])=[O:4], predict the reactants needed to synthesize it. The reactants are: [F:1][C:2]([F:7])([F:6])[C:3]([OH:5])=[O:4].[C:8]([C:10]1([C:21]2[CH:22]=[N:23][CH:24]=[C:25]([I:27])[CH:26]=2)[CH2:16][C@H:15]2[N:17](C([O-])=O)[C@H:12]([CH2:13][CH2:14]2)[CH2:11]1)#[N:9]. (5) Given the product [NH2:10][C:11]1[N:16]=[C:15]([CH2:17][C:18]([N:7]([CH2:8][CH3:9])[CH2:5][CH3:6])=[O:20])[CH:14]=[CH:13][CH:12]=1, predict the reactants needed to synthesize it. The reactants are: [Cl-].C[Al+]C.[CH2:5]([NH:7][CH2:8][CH3:9])[CH3:6].[NH2:10][C:11]1[N:16]=[C:15]([CH2:17][C:18]([O:20]CC)=O)[CH:14]=[CH:13][CH:12]=1.C(C(C(C([O-])=O)O)O)([O-])=O.[Na+].[K+].[Cl-].[Na+]. (6) Given the product [F:1][C:2]1[CH:3]=[CH:4][C:5]2[N:6]([C:8]([CH2:18][C:19]3[N:20]([CH3:24])[N:30]=[CH:22][N:23]=3)=[C:9]([C:11]3[CH:12]=[CH:13][C:14]([F:17])=[CH:15][CH:16]=3)[N:10]=2)[CH:7]=1, predict the reactants needed to synthesize it. The reactants are: [F:1][C:2]1[CH:3]=[CH:4][C:5]2[N:6]([C:8]([CH2:18][C:19]3[N:20]([CH3:24])C=[CH:22][N:23]=3)=[C:9]([C:11]3[CH:16]=[CH:15][C:14]([F:17])=[CH:13][CH:12]=3)[N:10]=2)[CH:7]=1.FC1C=CC2[N:30](C(C=O)=C(C3C=CC(F)=CC=3)N=2)C=1.CN1C=NC=N1.